From a dataset of Full USPTO retrosynthesis dataset with 1.9M reactions from patents (1976-2016). Predict the reactants needed to synthesize the given product. (1) Given the product [CH2:1]([O:8][N:9]([C:28](=[O:29])[CH2:27][C:21]1[CH:26]=[CH:25][CH:24]=[CH:23][CH:22]=1)[C:10]1[N:19]=[CH:18][C:17]([Br:20])=[CH:16][C:11]=1[C:12]([O:14][CH3:15])=[O:13])[C:2]1[CH:3]=[CH:4][CH:5]=[CH:6][CH:7]=1, predict the reactants needed to synthesize it. The reactants are: [CH2:1]([O:8][NH:9][C:10]1[N:19]=[CH:18][C:17]([Br:20])=[CH:16][C:11]=1[C:12]([O:14][CH3:15])=[O:13])[C:2]1[CH:7]=[CH:6][CH:5]=[CH:4][CH:3]=1.[C:21]1([CH2:27][C:28](Cl)=[O:29])[CH:26]=[CH:25][CH:24]=[CH:23][CH:22]=1. (2) Given the product [NH2:1][C:2]1[C:3]([C:4]([C:16]2[CH:21]=[C:20]([F:22])[CH:19]=[CH:18][C:17]=2[O:23][CH3:24])=[O:5])=[CH:10][CH:11]=[C:12]([Cl:14])[N:13]=1, predict the reactants needed to synthesize it. The reactants are: [NH2:1][C:2]1[N:13]=[C:12]([Cl:14])[CH:11]=[CH:10][C:3]=1[C:4](N(OC)C)=[O:5].Br[C:16]1[CH:21]=[C:20]([F:22])[CH:19]=[CH:18][C:17]=1[O:23][CH3:24]. (3) Given the product [CH3:27][O:26][C:12]1[CH:11]=[C:10]2[N:9]=[CH:8][N:7]=[C:6]([NH:5][C:4]3[CH:28]=[CH:29][C:30]([F:31])=[C:2]([Cl:1])[CH:3]=3)[C:15]2=[CH:14][C:13]=1[O:16][CH2:17][CH2:18][CH2:19][N:20]1[CH2:25][CH2:24][O:23][CH2:22][CH2:21]1.[CH3:32][S:33]([CH3:35])=[O:34], predict the reactants needed to synthesize it. The reactants are: [Cl:1][C:2]1[CH:3]=[C:4]([CH:28]=[CH:29][C:30]=1[F:31])[NH:5][C:6]1[C:15]2[C:10](=[CH:11][C:12]([O:26][CH3:27])=[C:13]([O:16][CH2:17][CH2:18][CH2:19][N:20]3[CH2:25][CH2:24][O:23][CH2:22][CH2:21]3)[CH:14]=2)[N:9]=[CH:8][N:7]=1.[CH3:32][S:33]([CH3:35])=[O:34]. (4) The reactants are: [CH2:1]([C:3]1[CH:12]=[CH:11][C:6]([C:7]([O:9]C)=[O:8])=[C:5]([O:13][CH3:14])[CH:4]=1)[CH3:2]. Given the product [CH2:1]([C:3]1[CH:12]=[CH:11][C:6]([C:7]([OH:9])=[O:8])=[C:5]([O:13][CH3:14])[CH:4]=1)[CH3:2], predict the reactants needed to synthesize it. (5) The reactants are: C(OCC)(=O)C.[F:7][C:8]([F:19])([F:18])[C:9]1[CH:17]=[CH:16][C:12]([C:13](O)=O)=[CH:11][N:10]=1.C1C=CC(P([N:34]=[N+:35]=[N-:36])(C2C=CC=CC=2)=O)=CC=1. Given the product [F:7][C:8]([F:19])([F:18])[C:9]1[CH:17]=[CH:16][C:12]([CH2:13][N:34]=[N+:35]=[N-:36])=[CH:11][N:10]=1, predict the reactants needed to synthesize it. (6) The reactants are: [N:1]1[C:10]2[C:5](=[CH:6][CH:7]=[C:8]([NH:11][C:12]([C:14]3[CH:23]=[CH:22][C:21]4[C:16](=[CH:17][CH:18]=[C:19](Br)[CH:20]=4)[CH:15]=3)=[O:13])[CH:9]=2)[CH:4]=[CH:3][CH:2]=1.C1(C2C=CC=CC=2)C=CC=CC=1P(C(C)(C)C)C(C)(C)C.[NH:46]1[CH2:51][CH2:50][O:49][CH2:48][CH2:47]1.C[Si]([N-][Si](C)(C)C)(C)C.[Li+]. Given the product [N:1]1[C:10]2[C:5](=[CH:6][CH:7]=[C:8]([NH:11][C:12]([C:14]3[CH:23]=[CH:22][C:21]4[C:16](=[CH:17][CH:18]=[C:19]([N:46]5[CH2:51][CH2:50][O:49][CH2:48][CH2:47]5)[CH:20]=4)[CH:15]=3)=[O:13])[CH:9]=2)[CH:4]=[CH:3][CH:2]=1, predict the reactants needed to synthesize it. (7) Given the product [CH:16]1([O:22][C:7]2[CH:15]=[CH:14][C:10]([C:11]([OH:13])=[O:12])=[CH:9][N:8]=2)[CH2:21][CH2:20][CH2:19][CH2:18][CH2:17]1, predict the reactants needed to synthesize it. The reactants are: CN(C)C=O.Cl[C:7]1[CH:15]=[CH:14][C:10]([C:11]([OH:13])=[O:12])=[CH:9][N:8]=1.[CH:16]1([OH:22])[CH2:21][CH2:20][CH2:19][CH2:18][CH2:17]1.[H-].[Na+]. (8) Given the product [C:1]([C:3]1[CH:4]=[CH:5][C:6]([CH:9]2[CH2:14][C:13](=[O:15])[N:12]([C:16]3[CH:21]=[CH:20][CH:19]=[C:18]([C:22]([F:24])([F:25])[F:23])[CH:17]=3)[C:11]([CH3:26])=[C:10]2[C:27]([OH:29])=[O:28])=[CH:7][CH:8]=1)#[N:2], predict the reactants needed to synthesize it. The reactants are: [C:1]([C:3]1[CH:8]=[CH:7][C:6]([CH:9]2[CH2:14][C:13](=[O:15])[N:12]([C:16]3[CH:21]=[CH:20][CH:19]=[C:18]([C:22]([F:25])([F:24])[F:23])[CH:17]=3)[C:11]([CH3:26])=[C:10]2[C:27]([O:29]CC=C)=[O:28])=[CH:5][CH:4]=1)#[N:2].N1CCOCC1.